Dataset: Reaction yield outcomes from USPTO patents with 853,638 reactions. Task: Predict the reaction yield, written as a fraction of the theoretical maximum amount of product (1.0 means a 100% yield; for example, 0.34 means a 34% yield). (1) The reactants are [CH:1]1([C:6]2[N:14]([CH2:15][O:16][CH3:17])[C:13]3[C:12]4=[N:18][CH:19]([CH2:21]OS(C)(=O)=O)[CH2:20][N:11]4[C:10](=[O:27])[N:9]([CH2:28][CH2:29][CH3:30])[C:8]=3[N:7]=2)[CH2:5][CH2:4][CH2:3][CH2:2]1.[K].[C:32]1(=[O:42])[NH:36][C:35](=[O:37])[C:34]2=[CH:38][CH:39]=[CH:40][CH:41]=[C:33]12. The catalyst is CN(C)C=O. The product is [CH:1]1([C:6]2[N:14]([CH2:15][O:16][CH3:17])[C:13]3[C:12]4=[N:18][CH:19]([CH2:21][N:36]5[C:32](=[O:42])[C:33]6[C:34](=[CH:38][CH:39]=[CH:40][CH:41]=6)[C:35]5=[O:37])[CH2:20][N:11]4[C:10](=[O:27])[N:9]([CH2:28][CH2:29][CH3:30])[C:8]=3[N:7]=2)[CH2:2][CH2:3][CH2:4][CH2:5]1. The yield is 0.780. (2) The reactants are [Br:1][C:2]1[CH:3]=[C:4]([N:8]([CH3:10])N)[CH:5]=[CH:6][CH:7]=1.[CH3:11][CH:12]1[CH2:17][C:16](=O)[CH2:15][CH2:14][NH:13]1.C(N(CC)CC)C.[C:26](O[C:26]([O:28][C:29]([CH3:32])([CH3:31])[CH3:30])=[O:27])([O:28][C:29]([CH3:32])([CH3:31])[CH3:30])=[O:27]. The catalyst is Cl.C(O)C. The product is [Br:1][C:2]1[CH:7]=[CH:6][C:5]2[C:15]3[CH2:14][N:13]([C:26]([O:28][C:29]([CH3:32])([CH3:31])[CH3:30])=[O:27])[CH:12]([CH3:11])[CH2:17][C:16]=3[N:8]([CH3:10])[C:4]=2[CH:3]=1. The yield is 0.390.